Dataset: Full USPTO retrosynthesis dataset with 1.9M reactions from patents (1976-2016). Task: Predict the reactants needed to synthesize the given product. (1) Given the product [Cl:12][C:9]1[CH:10]=[CH:11][C:3]([O:2][CH3:1])=[C:4]([CH:8]=1)[C:5]([Cl:15])=[O:6], predict the reactants needed to synthesize it. The reactants are: [CH3:1][O:2][C:3]1[CH:11]=[CH:10][C:9]([Cl:12])=[CH:8][C:4]=1[C:5](O)=[O:6].O=S(Cl)[Cl:15]. (2) Given the product [CH2:1]([O:3][C:4](=[O:21])[CH:5]([N:7]1[C:12]2[CH:13]=[C:14]([N+:17]([O-:19])=[O:18])[CH:15]=[CH:16][C:11]=2[O:10][CH2:9][C:8]1=[S:31])[CH3:6])[CH3:2], predict the reactants needed to synthesize it. The reactants are: [CH2:1]([O:3][C:4](=[O:21])[CH:5]([N:7]1[C:12]2[CH:13]=[C:14]([N+:17]([O-:19])=[O:18])[CH:15]=[CH:16][C:11]=2[O:10][CH2:9][C:8]1=O)[CH3:6])[CH3:2].COC1C=CC(P2(SP(C3C=CC(OC)=CC=3)(=S)S2)=[S:31])=CC=1. (3) The reactants are: C1CO[C:3]2([CH2:8][CH2:7][CH2:6][C:5]([CH2:15][O:16][CH2:17][C:18]3[CH:23]=[C:22]([C:24]([F:27])([F:26])[F:25])[CH:21]=[C:20]([C:28]([F:31])([F:30])[F:29])[CH:19]=3)([C:9]3[CH:14]=[CH:13][CH:12]=[CH:11][CH:10]=3)[CH2:4]2)[O:2]1.Cl.C(=O)(O)[O-].[Na+].ClCCl. Given the product [F:25][C:24]([F:26])([F:27])[C:22]1[CH:23]=[C:18]([CH:19]=[C:20]([C:28]([F:31])([F:30])[F:29])[CH:21]=1)[CH2:17][O:16][CH2:15][C:5]1([C:9]2[CH:14]=[CH:13][CH:12]=[CH:11][CH:10]=2)[CH2:6][CH2:7][CH2:8][C:3](=[O:2])[CH2:4]1, predict the reactants needed to synthesize it. (4) The reactants are: Br[C:2]1[CH:3]=[C:4]([CH:8]2[O:12][CH2:11][CH2:10][O:9]2)[S:5][C:6]=1[Cl:7].[Li]CCCC.CCCCCC.[Cl:24][C:25]1[CH:26]=[C:27](/[CH:31]=[N:32]/[S:33]([C:35]([CH3:38])([CH3:37])[CH3:36])=[O:34])[CH:28]=[CH:29][CH:30]=1. Given the product [Cl:7][C:6]1[S:5][C:4]([CH:8]2[O:12][CH2:11][CH2:10][O:9]2)=[CH:3][C:2]=1[CH:31]([C:27]1[CH:28]=[CH:29][CH:30]=[C:25]([Cl:24])[CH:26]=1)[NH:32][S:33]([C:35]([CH3:38])([CH3:37])[CH3:36])=[O:34], predict the reactants needed to synthesize it. (5) The reactants are: [H-].[K+].[CH3:3][N:4]([CH3:16])[CH2:5][CH2:6][C:7]1[C:15]2[C:10](=[CH:11][CH:12]=[CH:13][CH:14]=2)[NH:9][CH:8]=1.[Br:17][C:18]1[CH:26]=[CH:25][CH:24]=[CH:23][C:19]=1[C:20](Cl)=[O:21]. Given the product [CH3:16][N:4]([CH3:3])[CH2:5][CH2:6][C:7]1[C:15]2[C:10](=[CH:11][CH:12]=[CH:13][CH:14]=2)[N:9]([C:20](=[O:21])[C:19]2[CH:23]=[CH:24][CH:25]=[CH:26][C:18]=2[Br:17])[CH:8]=1, predict the reactants needed to synthesize it. (6) The reactants are: CO[C:3]([C:5]1[N:6]([CH3:25])[N:7]=[C:8]([O:10][CH2:11][C:12]2[C:13]([C:18]3[CH:23]=[CH:22][C:21]([F:24])=[CH:20][N:19]=3)=[N:14][O:15][C:16]=2[CH3:17])[CH:9]=1)=[O:4].[NH2:26][CH:27]1[CH2:32][CH2:31][O:30][CH2:29][CH2:28]1. Given the product [O:30]1[CH2:31][CH2:32][CH:27]([NH:26][C:3]([C:5]2[N:6]([CH3:25])[N:7]=[C:8]([O:10][CH2:11][C:12]3[C:13]([C:18]4[CH:23]=[CH:22][C:21]([F:24])=[CH:20][N:19]=4)=[N:14][O:15][C:16]=3[CH3:17])[CH:9]=2)=[O:4])[CH2:28][CH2:29]1, predict the reactants needed to synthesize it.